Dataset: Catalyst prediction with 721,799 reactions and 888 catalyst types from USPTO. Task: Predict which catalyst facilitates the given reaction. (1) Reactant: [C:1]([C:5]1[CH:10]=[CH:9][C:8]([C:11]2[NH:15][C:14]3[CH:16]=[CH:17][CH:18]=[C:19]([N:20]4[CH2:25][CH2:24][N:23]([CH2:26][CH2:27][O:28][C:29]5[CH:34]=[CH:33][CH:32]=[C:31]([NH2:35])[C:30]=5[NH2:36])[CH2:22][CH2:21]4)[C:13]=3[N:12]=2)=[CH:7][CH:6]=1)([CH3:4])([CH3:3])[CH3:2].[N:37]#[C:38]Br.[OH-].[Na+]. Product: [C:1]([C:5]1[CH:10]=[CH:9][C:8]([C:11]2[NH:15][C:14]3[CH:16]=[CH:17][CH:18]=[C:19]([N:20]4[CH2:21][CH2:22][N:23]([CH2:26][CH2:27][O:28][C:29]5[C:30]6[NH:36][C:38](=[NH:37])[NH:35][C:31]=6[CH:32]=[CH:33][CH:34]=5)[CH2:24][CH2:25]4)[C:13]=3[N:12]=2)=[CH:7][CH:6]=1)([CH3:4])([CH3:2])[CH3:3]. The catalyst class is: 5. (2) Reactant: [C:1]([C:3]1[CH:4]=[C:5]([CH:9]=[CH:10][CH:11]=1)[C:6]([OH:8])=O)#[N:2].CN(C(ON1N=NC2C=CC=CC1=2)=[N+](C)C)C.F[P-](F)(F)(F)(F)F.C1C=CC2N(O)N=NC=2C=1.CCN(C(C)C)C(C)C.[NH:55]1[CH2:60][CH2:59][CH:58]([C:61]2[C:69]3[C:64](=[CH:65][CH:66]=[CH:67][CH:68]=3)[NH:63][CH:62]=2)[CH2:57][CH2:56]1. Product: [NH:63]1[C:64]2[C:69](=[CH:68][CH:67]=[CH:66][CH:65]=2)[C:61]([CH:58]2[CH2:59][CH2:60][N:55]([C:6]([C:5]3[CH:4]=[C:3]([CH:11]=[CH:10][CH:9]=3)[C:1]#[N:2])=[O:8])[CH2:56][CH2:57]2)=[CH:62]1. The catalyst class is: 3. (3) Reactant: [CH2:1]([C:5]1[O:6][C:7]2[CH:13]=[CH:12][C:11]([CH2:14][OH:15])=[CH:10][C:8]=2[N:9]=1)[CH2:2][CH:3]=[CH2:4].CC(OI1(OC(C)=O)(OC(C)=O)OC(=O)C2C=CC=CC1=2)=O. Product: [CH2:1]([C:5]1[O:6][C:7]2[CH:13]=[CH:12][C:11]([CH:14]=[O:15])=[CH:10][C:8]=2[N:9]=1)[CH2:2][CH:3]=[CH2:4]. The catalyst class is: 2. (4) Reactant: Cl[C:2]1[C:7]([N+:8]([O-:10])=[O:9])=[CH:6][N:5]=[C:4]2[NH:11][CH:12]=[CH:13][C:3]=12.CCN(C(C)C)C(C)C.Cl.[NH2:24][C@@H:25]1[C@H:29]([CH2:30][CH3:31])[CH2:28][C@H:27]([NH:32][S:33]([CH:36]2[CH2:38][CH2:37]2)(=[O:35])=[O:34])[CH2:26]1. Product: [CH2:30]([C@H:29]1[C@@H:25]([NH:24][C:2]2[C:7]([N+:8]([O-:10])=[O:9])=[CH:6][N:5]=[C:4]3[NH:11][CH:12]=[CH:13][C:3]=23)[CH2:26][C@@H:27]([NH:32][S:33]([CH:36]2[CH2:38][CH2:37]2)(=[O:34])=[O:35])[CH2:28]1)[CH3:31]. The catalyst class is: 31. (5) Reactant: [Cl:1][CH2:2][C:3](=O)[CH2:4][C:5]([O:7][CH2:8][CH3:9])=[O:6].S(=O)(=O)(O)O.[CH3:16][C:17]1C(O)=C[CH:21]=[CH:20][C:18]=1[OH:19]. Product: [Cl:1][CH2:2][C:3]1[C:9]2[C:8](=[C:20]([CH3:21])[C:18]([OH:19])=[CH:17][CH:16]=2)[O:7][C:5](=[O:6])[CH:4]=1. The catalyst class is: 6. (6) Reactant: [Br:1][C:2]1[CH:3]=[C:4]([CH:7]=[CH:8][CH:9]=1)[CH:5]=[O:6].[PH:10](=O)([O:14][CH2:15][CH3:16])[O:11][CH2:12][CH3:13]. Product: [CH2:12]([O:11][P:10]([CH:5]([C:4]1[CH:7]=[CH:8][CH:9]=[C:2]([Br:1])[CH:3]=1)[OH:6])[O:14][CH2:15][CH3:16])[CH3:13]. The catalyst class is: 66. (7) Reactant: C(OC([NH:8][CH:9]1[CH2:14][CH2:13][CH2:12][CH:11]([C:15]([O:17][CH3:18])=[O:16])[CH2:10]1)=O)(C)(C)C.Cl.CO. Product: [NH2:8][CH:9]1[CH2:14][CH2:13][CH2:12][CH:11]([C:15]([O:17][CH3:18])=[O:16])[CH2:10]1. The catalyst class is: 12.